Dataset: Full USPTO retrosynthesis dataset with 1.9M reactions from patents (1976-2016). Task: Predict the reactants needed to synthesize the given product. (1) Given the product [Br:3][C:4]1[C:5](=[O:21])[N:6]([CH2:27][C:28]2[CH:32]=[C:31]([C:33]([O:35][CH2:36][CH3:37])=[O:34])[N:30]([CH:38]3[CH2:43][CH2:42][CH2:41][CH2:40][O:39]3)[N:29]=2)[C:7]([CH3:20])=[CH:8][C:9]=1[O:10][CH2:11][C:12]1[CH:17]=[CH:16][C:15]([F:18])=[CH:14][C:13]=1[F:19], predict the reactants needed to synthesize it. The reactants are: [H-].[Na+].[Br:3][C:4]1[C:5](=[O:21])[NH:6][C:7]([CH3:20])=[CH:8][C:9]=1[O:10][CH2:11][C:12]1[CH:17]=[CH:16][C:15]([F:18])=[CH:14][C:13]=1[F:19].CS(O[CH2:27][C:28]1[CH:32]=[C:31]([C:33]([O:35][CH2:36][CH3:37])=[O:34])[N:30]([CH:38]2[CH2:43][CH2:42][CH2:41][CH2:40][O:39]2)[N:29]=1)(=O)=O.C([O-])(O)=O.[Na+]. (2) Given the product [Cl:16][C:13]1[CH:12]=[CH:11][C:10]([CH:3]([CH2:7][C:8]#[CH:9])[C:4]([OH:6])=[O:5])=[CH:15][CH:14]=1, predict the reactants needed to synthesize it. The reactants are: C([C:3]([C:10]1[CH:15]=[CH:14][C:13]([Cl:16])=[CH:12][CH:11]=1)([CH2:7][C:8]#[CH:9])[C:4]([OH:6])=[O:5])C.[OH-].[Na+].C(O)C.Cl.